From a dataset of Catalyst prediction with 721,799 reactions and 888 catalyst types from USPTO. Predict which catalyst facilitates the given reaction. Reactant: C(OC([NH:8][C@H:9]([CH2:20][CH:21]1[CH2:26][CH2:25][CH2:24][CH2:23][CH2:22]1)[CH:10]([OH:19])[C:11]([NH:13][O:14][CH2:15][C:16]([OH:18])=O)=[O:12])=O)(C)(C)C.Cl.[CH2:28]([O:30][C:31](=[O:35])[C@H:32]([CH3:34])[NH2:33])[CH3:29].Cl.CN(C)CCCN=C=NCC.ON1C2C=CC=CC=2N=N1.CN1CCOCC1. Product: [NH2:8][C@H:9]([CH2:20][CH:21]1[CH2:22][CH2:23][CH2:24][CH2:25][CH2:26]1)[CH:10]([OH:19])[C:11]([NH:13][O:14][CH2:15][C:16]([NH:33][C@@H:32]([CH3:34])[C:31]([O:30][CH2:28][CH3:29])=[O:35])=[O:18])=[O:12]. The catalyst class is: 4.